From a dataset of Forward reaction prediction with 1.9M reactions from USPTO patents (1976-2016). Predict the product of the given reaction. (1) Given the reactants [CH2:1]([C:3]1[CH:8]=[CH:7][C:6]([C@H:9]2[CH2:14][C@@H:13]([C:15]([F:18])([F:17])[F:16])[N:12]3[N:19]=[CH:20][C:21]([C:22]([OH:24])=O)=[C:11]3[NH:10]2)=[CH:5][CH:4]=1)[CH3:2].CN(C(ON1N=NC2C=CC=NC1=2)=[N+](C)C)C.F[P-](F)(F)(F)(F)F.C(N(CC)C(C)C)(C)C.[CH3:58][C:59]1[O:65][C:62]([CH2:63][NH2:64])=[CH:61][CH:60]=1, predict the reaction product. The product is: [CH2:1]([C:3]1[CH:4]=[CH:5][C:6]([C@H:9]2[CH2:14][C@@H:13]([C:15]([F:18])([F:17])[F:16])[N:12]3[N:19]=[CH:20][C:21]([C:22]([NH:64][CH2:63][C:62]4[O:65][C:59]([CH3:58])=[CH:60][CH:61]=4)=[O:24])=[C:11]3[NH:10]2)=[CH:7][CH:8]=1)[CH3:2]. (2) Given the reactants [F:1][C@H:2]1[C@H:8]([NH:9]C(=O)OC(C)(C)C)[CH2:7][CH2:6][C@@H:5]([C:17]2[N:21]([CH3:22])[N:20]=[CH:19][C:18]=2[N+:23]([O-])=O)[O:4][CH2:3]1.[F:26][C:27]1[CH:32]=[CH:31][CH:30]=[C:29]([F:33])[C:28]=1[C:34]1[N:39]=[C:38]([C:40](O)=[O:41])[CH:37]=[CH:36][C:35]=1[F:43], predict the reaction product. The product is: [NH2:9][C@H:8]1[C@H:2]([F:1])[CH2:3][O:4][C@H:5]([C:17]2[N:21]([CH3:22])[N:20]=[CH:19][C:18]=2[NH:23][C:40](=[O:41])[C:38]2[CH:37]=[CH:36][C:35]([F:43])=[C:34]([C:28]3[C:27]([F:26])=[CH:32][CH:31]=[CH:30][C:29]=3[F:33])[N:39]=2)[CH2:6][CH2:7]1.